This data is from CYP2C19 inhibition data for predicting drug metabolism from PubChem BioAssay. The task is: Regression/Classification. Given a drug SMILES string, predict its absorption, distribution, metabolism, or excretion properties. Task type varies by dataset: regression for continuous measurements (e.g., permeability, clearance, half-life) or binary classification for categorical outcomes (e.g., BBB penetration, CYP inhibition). Dataset: cyp2c19_veith. The molecule is COc1ccc2[nH]cc(CCNc3cc(-c4ccc5c(c4)OCO5)ncn3)c2c1. The result is 1 (inhibitor).